Dataset: Forward reaction prediction with 1.9M reactions from USPTO patents (1976-2016). Task: Predict the product of the given reaction. (1) Given the reactants [C:1]([CH2:3][CH2:4][CH2:5][CH2:6][C:7]1[N:12]=[N:11][C:10]([NH:13][C:14](=[O:22])[CH2:15][C:16]2[CH:21]=[CH:20][CH:19]=[CH:18][CH:17]=2)=[CH:9][CH:8]=1)#[N:2].N[NH:24][C:25]([NH2:27])=[S:26].FC(F)(F)C(O)=O.C(=O)(O)[O-].[Na+], predict the reaction product. The product is: [NH2:27][C:25]1[S:26][C:1]([CH2:3][CH2:4][CH2:5][CH2:6][C:7]2[N:12]=[N:11][C:10]([NH:13][C:14](=[O:22])[CH2:15][C:16]3[CH:21]=[CH:20][CH:19]=[CH:18][CH:17]=3)=[CH:9][CH:8]=2)=[N:2][N:24]=1. (2) Given the reactants [O:1]=[C:2]([N:9]1[CH2:15][CH2:14][CH2:13][N:12]([C:16]([N:18]2[CH2:33][CH2:32][C:21]3([CH2:25][N:24]([C:26]4[CH:31]=[CH:30][N:29]=[CH:28][CH:27]=4)[CH2:23][CH2:22]3)[CH2:20][CH2:19]2)=[O:17])[CH2:11][CH2:10]1)[CH2:3][C:4]([O:6]CC)=[O:5].[Li+].[OH-].Cl, predict the reaction product. The product is: [O:1]=[C:2]([N:9]1[CH2:15][CH2:14][CH2:13][N:12]([C:16]([N:18]2[CH2:19][CH2:20][C:21]3([CH2:25][N:24]([C:26]4[CH:31]=[CH:30][N:29]=[CH:28][CH:27]=4)[CH2:23][CH2:22]3)[CH2:32][CH2:33]2)=[O:17])[CH2:11][CH2:10]1)[CH2:3][C:4]([OH:6])=[O:5]. (3) Given the reactants Br[C:2]1[CH:3]=[C:4]([CH:20]([CH3:22])[CH3:21])[CH:5]=[C:6]2[C:10]=1[NH:9][C:8]1[C:11]([CH2:17][CH2:18][OH:19])([CH2:15][CH3:16])[O:12][CH2:13][CH2:14][C:7]2=1.C1(C)C=CC=CC=1P(C1C=CC=CC=1C)C1C=CC=CC=1C.[CH2:45]=[CH:46][C:47]1[CH:52]=[CH:51][CH:50]=[CH:49][CH:48]=1, predict the reaction product. The product is: [CH2:15]([C:11]1([CH2:17][CH2:18][OH:19])[C:8]2[NH:9][C:10]3[C:6]([C:7]=2[CH2:14][CH2:13][O:12]1)=[CH:5][C:4]([CH:20]([CH3:22])[CH3:21])=[CH:3][C:2]=3[CH:45]=[CH:46][C:47]1[CH:52]=[CH:51][CH:50]=[CH:49][CH:48]=1)[CH3:16]. (4) Given the reactants [H-].[Na+].[CH:3]1([C:6]2([OH:10])[CH2:9][O:8][CH2:7]2)[CH2:5][CH2:4]1.[C:11](=[O:26])([O:19][C:20]1[CH:25]=[CH:24][CH:23]=[CH:22][N:21]=1)[O:12][C:13]1[CH:18]=[CH:17][CH:16]=[CH:15][N:14]=1, predict the reaction product. The product is: [C:11](=[O:19])([O:12][C:13]1[CH:18]=[CH:17][CH:16]=[CH:15][N:14]=1)[O:10][C:6]1([CH:3]2[CH2:5][CH2:4]2)[CH2:9][O:8][CH2:7]1.[C:11](=[O:26])([O-:12])[O:19][C:20]1[C:25]([C:6]2([CH:3]3[CH2:5][CH2:4]3)[CH2:9][O:8][CH2:7]2)=[CH:24][CH:23]=[CH:22][N:21]=1.